From a dataset of Retrosynthesis with 50K atom-mapped reactions and 10 reaction types from USPTO. Predict the reactants needed to synthesize the given product. (1) Given the product Nc1ccn(CCO)n1, predict the reactants needed to synthesize it. The reactants are: O=[N+]([O-])c1ccn(CCO)n1. (2) Given the product O=C(O)C(F)(F)F, predict the reactants needed to synthesize it. The reactants are: Cc1c(-c2noc(-c3ccc(OC(C)C)c(C#N)c3)n2)ccc2c1CCN(C(=O)OC(C)(C)C)C2CCCC(=O)O.